Dataset: Full USPTO retrosynthesis dataset with 1.9M reactions from patents (1976-2016). Task: Predict the reactants needed to synthesize the given product. (1) Given the product [N:37]1[CH:36]=[CH:35][CH:34]=[CH:33][C:32]=1[NH:31][C:17]([C:16]1[N:11]2[N:10]=[C:9]([C:4]3[CH:5]=[CH:6][CH:7]=[CH:8][C:3]=3[C:2]([F:1])([F:21])[F:22])[CH:20]=[C:12]2[N:13]=[CH:14][CH:15]=1)=[O:19], predict the reactants needed to synthesize it. The reactants are: [F:1][C:2]([F:22])([F:21])[C:3]1[CH:8]=[CH:7][CH:6]=[CH:5][C:4]=1[C:9]1[CH:20]=[C:12]2[N:13]=[CH:14][CH:15]=[C:16]([C:17]([OH:19])=O)[N:11]2[N:10]=1.CN(C(O[N:31]1N=N[C:33]2[CH:34]=[CH:35][CH:36]=[N:37][C:32]1=2)=[N+](C)C)C.F[P-](F)(F)(F)(F)F.CCN(C(C)C)C(C)C. (2) Given the product [CH3:11][CH2:8][CH2:9][CH3:10].[CH2:20]([Li:24])[CH2:21][CH2:22][CH3:23], predict the reactants needed to synthesize it. The reactants are: CC.C([Zn]CC)C.[CH:8]1([C:11]#C)[CH2:10][CH2:9]1.C1(C)C=CC=CC=1.[CH2:20]([Li:24])[CH2:21][CH2:22][CH3:23].NC1C=CC(Cl)=CC=1C(=O)C(F)(F)F. (3) Given the product [CH3:19][N:20]([CH3:22])[CH:21]=[CH:1][C:2]1[C:10]2[O:9][CH:8]=[CH:7][C:6]=2[C:5]([N+:11]([O-:13])=[O:12])=[CH:4][CH:3]=1, predict the reactants needed to synthesize it. The reactants are: [CH3:1][C:2]1[C:10]2[O:9][CH:8]=[CH:7][C:6]=2[C:5]([N+:11]([O-:13])=[O:12])=[CH:4][CH:3]=1.C(O[CH:19](N(C)C)[N:20]([CH3:22])[CH3:21])(C)(C)C. (4) Given the product [CH3:19][C:20]1[CH:25]=[CH:24][N:23]=[CH:22][C:21]=1[C:2]1[CH:3]=[C:4]2[C:10]([CH:11]=[O:12])=[N:9][N:8]([CH:13]3[CH2:18][CH2:17][CH2:16][CH2:15][O:14]3)[C:5]2=[CH:6][N:7]=1, predict the reactants needed to synthesize it. The reactants are: Br[C:2]1[CH:3]=[C:4]2[C:10]([CH:11]=[O:12])=[N:9][N:8]([CH:13]3[CH2:18][CH2:17][CH2:16][CH2:15][O:14]3)[C:5]2=[CH:6][N:7]=1.[CH3:19][C:20]1[CH:25]=[CH:24][N:23]=[CH:22][C:21]=1B(O)O.C([O-])([O-])=O.[K+].[K+]. (5) Given the product [F:1][C:2]1[CH:3]=[CH:4][C:5]([N:8]2[C:13]3[CH:14]=[CH:15][C:16]([NH:18][S:19]([CH3:22])(=[O:20])=[O:21])=[CH:17][C:12]=3[O:11][C:10]([CH3:27])([CH3:28])[C:9]2=[O:29])=[CH:6][CH:7]=1, predict the reactants needed to synthesize it. The reactants are: [F:1][C:2]1[CH:7]=[CH:6][C:5]([N:8]2[C:13]3[CH:14]=[CH:15][C:16]([N:18](S(C)(=O)=O)[S:19]([CH3:22])(=[O:21])=[O:20])=[CH:17][C:12]=3[O:11][C:10]([CH3:28])([CH3:27])[C:9]2=[O:29])=[CH:4][CH:3]=1.C(=O)([O-])[O-].[K+].[K+].O.Cl.O. (6) Given the product [C:21]([CH2:23][C:24]1[C:25]([CH3:36])=[C:26]([C:31]([CH3:35])=[CH:32][C:33]=1[CH3:34])[CH2:27][NH2:28])#[N:22], predict the reactants needed to synthesize it. The reactants are: ClCC1C(C)=CC(C)=C(CCl)C=1C.[C-]#N.[Na+].[N-]=[N+]=[N-].[Na+].[C:21]([CH2:23][C:24]1[C:25]([CH3:36])=[C:26]([C:31]([CH3:35])=[CH:32][C:33]=1[CH3:34])[CH2:27][N:28]=[N+]=[N-])#[N:22].C(CC1C(C)=CC(C)=C(CC#N)C=1C)#N.N(CC1C(C)=CC(C)=C(CN=[N+]=[N-])C=1C)=[N+]=[N-].C1(P(C2C=CC=CC=2)C2C=CC=CC=2)C=CC=CC=1.Cl.C([O-])([O-])=O.[K+].[K+]. (7) Given the product [NH2:1][C:2]1[N:7]=[CH:6][N:5]=[C:4]([C:8]2[C:9]([CH3:28])=[C:10]([NH:15][C:16](=[O:27])[C:17]3[CH:22]=[CH:21][C:20]([CH:23]4[CH2:24][CH2:25]4)=[CH:19][C:18]=3[F:26])[CH:11]=[C:12]([F:14])[CH:13]=2)[C:3]=1[OH:29], predict the reactants needed to synthesize it. The reactants are: [NH2:1][C:2]1[N:7]=[CH:6][N:5]=[C:4]([C:8]2[C:9]([CH3:28])=[C:10]([NH:15][C:16](=[O:27])[C:17]3[CH:22]=[CH:21][C:20]([CH:23]4[CH2:25][CH2:24]4)=[CH:19][C:18]=3[F:26])[CH:11]=[C:12]([F:14])[CH:13]=2)[C:3]=1[O:29]CC1C=CC=CC=1.C(O)(C(F)(F)F)=O.C(=O)([O-])O.[Na+].CCOC(C)=O. (8) Given the product [N:37]1[CH:38]=[CH:39][CH:40]=[N:41][C:36]=1[C:33]1[CH:34]=[CH:35][C:30]([C:23]2([OH:22])[CH2:28][CH2:27][CH:26]([NH:19][C@H:16]3[CH2:17][CH2:18][N:14]([C:12](=[O:13])[CH2:11][O:10][CH2:9][C:5]4[CH:4]=[C:3]([C:2]([F:1])([F:20])[F:21])[CH:8]=[CH:7][N:6]=4)[CH2:15]3)[CH2:25][CH2:24]2)=[N:31][CH:32]=1, predict the reactants needed to synthesize it. The reactants are: [F:1][C:2]([F:21])([F:20])[C:3]1[CH:8]=[CH:7][N:6]=[C:5]([CH2:9][O:10][CH2:11][C:12]([N:14]2[CH2:18][CH2:17][C@H:16]([NH2:19])[CH2:15]2)=[O:13])[CH:4]=1.[OH:22][C:23]1([C:30]2[CH:35]=[CH:34][C:33]([C:36]3[N:41]=[CH:40][CH:39]=[CH:38][N:37]=3)=[CH:32][N:31]=2)[CH2:28][CH2:27][C:26](=O)[CH2:25][CH2:24]1.C(O[BH-](OC(=O)C)OC(=O)C)(=O)C.[Na+].CCOC(C)=O. (9) Given the product [Cl:10][C:11]1[CH:16]=[CH:15][CH:14]=[CH:13][C:12]=1[O:17][C:2]1[CH:9]=[CH:8][C:5]([C:6]([OH:19])=[O:7])=[CH:4][CH:3]=1, predict the reactants needed to synthesize it. The reactants are: F[C:2]1[CH:9]=[CH:8][C:5]([CH:6]=[O:7])=[CH:4][CH:3]=1.[Cl:10][C:11]1[CH:16]=[CH:15][CH:14]=[CH:13][C:12]=1[OH:17].C(=O)([O-])[O-:19].[K+].[K+].CC(=CC)C.P([O-])(O)(O)=O.[K+].Cl[O-].[Na+].